The task is: Predict the product of the given reaction.. This data is from Forward reaction prediction with 1.9M reactions from USPTO patents (1976-2016). (1) Given the reactants [C:1]([O-:4])([O-])=[O:2].[Cs+].[Cs+].Cl[C:8]1[N:13]=[C:12]([O:14][CH3:15])[N:11]=[C:10]([NH:16][CH2:17][CH2:18][C:19]2[CH:24]=[CH:23][C:22]([Cl:25])=[CH:21][C:20]=2[Cl:26])[CH:9]=1.CO[CH2:29][CH2:30][O:31][CH3:32], predict the reaction product. The product is: [Cl:26][C:20]1[CH:21]=[C:22]([Cl:25])[CH:23]=[CH:24][C:19]=1[CH2:18][CH2:17][NH:16][C:10]1[N:11]=[C:12]([O:14][CH3:15])[N:13]=[C:8]([C:21]2[CH:20]=[C:19]([C:18]3([C:1]([OH:4])=[O:2])[CH2:17][CH2:32][O:31][CH2:30][CH2:29]3)[CH:24]=[CH:23][CH:22]=2)[CH:9]=1. (2) Given the reactants Br[C:2]1[C:10]2[N:9]=[C:8]3[N:11]([C:15]4[C:16]([CH3:24])=[N:17][C:18]([O:22][CH3:23])=[N:19][C:20]=4[CH3:21])[CH2:12][CH2:13][CH2:14][N:7]3[C:6]=2[C:5]([CH:25]([O:30][CH:31]([F:33])[F:32])[C:26]([F:29])([F:28])[F:27])=[CH:4][CH:3]=1.C(P(C(C)(C)C)C1C=CC=CC=1C1C=CC=CC=1)(C)(C)C.[CH3:55][N:56](C)C=O, predict the reaction product. The product is: [F:33][CH:31]([F:32])[O:30][CH:25]([C:5]1[C:6]2[N:7]3[CH2:14][CH2:13][CH2:12][N:11]([C:15]4[C:20]([CH3:21])=[N:19][C:18]([O:22][CH3:23])=[N:17][C:16]=4[CH3:24])[C:8]3=[N:9][C:10]=2[C:2]([C:55]#[N:56])=[CH:3][CH:4]=1)[C:26]([F:28])([F:27])[F:29]. (3) Given the reactants C(OC([NH:11][C@H:12]1[CH2:17][CH2:16][CH2:15][N:14]([P:18]([NH:24][CH2:25][CH2:26][CH3:27])([NH:20][CH2:21][CH2:22][CH3:23])=[O:19])[C:13]1=[O:28])=O)C1C=CC=CC=1, predict the reaction product. The product is: [NH2:11][C@H:12]1[CH2:17][CH2:16][CH2:15][N:14]([P:18]([NH:24][CH2:25][CH2:26][CH3:27])([NH:20][CH2:21][CH2:22][CH3:23])=[O:19])[C:13]1=[O:28]. (4) Given the reactants [CH3:1][S:2]([NH2:5])(=[O:4])=[O:3].[H-].[Na+].[CH3:8][C:9]1([CH3:31])[CH2:18][C:17]2[C:12](=[CH:13][CH:14]=[C:15]([C:19](O)=[O:20])[CH:16]=2)[NH:11][CH:10]1[C:22]1[CH:27]=[CH:26][CH:25]=[C:24]([N+:28]([O-:30])=[O:29])[CH:23]=1.C(N1C=CN=C1)(N1C=CN=C1)=O, predict the reaction product. The product is: [CH3:8][C:9]1([CH3:31])[CH2:18][C:17]2[C:12](=[CH:13][CH:14]=[C:15]([C:19]([NH:5][S:2]([CH3:1])(=[O:4])=[O:3])=[O:20])[CH:16]=2)[NH:11][CH:10]1[C:22]1[CH:27]=[CH:26][CH:25]=[C:24]([N+:28]([O-:30])=[O:29])[CH:23]=1.